Dataset: Forward reaction prediction with 1.9M reactions from USPTO patents (1976-2016). Task: Predict the product of the given reaction. (1) Given the reactants [CH2:1]([O:8][CH2:9][C:10]1([C:22]([OH:24])=O)[CH2:14][CH2:13][CH2:12][N:11]1[C:15]([O:17][C:18]([CH3:21])([CH3:20])[CH3:19])=[O:16])[C:2]1[CH:7]=[CH:6][CH:5]=[CH:4][CH:3]=1.[NH2:25][CH:26]([CH:31]([OH:33])[CH3:32])[C:27]([O:29][CH3:30])=[O:28].CCN=C=NCCCN(C)C.Cl.C1C=CC2N(O)N=NC=2C=1.CCN(C(C)C)C(C)C, predict the reaction product. The product is: [CH2:1]([O:8][CH2:9][C:10]1([C:22](=[O:24])[NH:25][C@@H:26]([C@H:31]([OH:33])[CH3:32])[C:27]([O:29][CH3:30])=[O:28])[CH2:14][CH2:13][CH2:12][N:11]1[C:15]([O:17][C:18]([CH3:20])([CH3:21])[CH3:19])=[O:16])[C:2]1[CH:7]=[CH:6][CH:5]=[CH:4][CH:3]=1. (2) Given the reactants [CH2:1]([CH:3]1[CH2:7][CH2:6][CH2:5][N:4]1[CH2:8][C@@H:9]([NH2:16])[C:10]1[CH:15]=[CH:14][CH:13]=[CH:12][CH:11]=1)[CH3:2].[Cl:17][C:18]1[C:26]([C:27]([F:30])([F:29])[F:28])=[CH:25][CH:24]=[CH:23][C:19]=1[C:20](O)=[O:21], predict the reaction product. The product is: [Cl:17][C:18]1[C:26]([C:27]([F:28])([F:29])[F:30])=[CH:25][CH:24]=[CH:23][C:19]=1[C:20]([NH:16][C@@H:9]([C:10]1[CH:15]=[CH:14][CH:13]=[CH:12][CH:11]=1)[CH2:8][N:4]1[CH2:5][CH2:6][CH2:7][CH:3]1[CH2:1][CH3:2])=[O:21].